From a dataset of Reaction yield outcomes from USPTO patents with 853,638 reactions. Predict the reaction yield, written as a fraction of the theoretical maximum amount of product (1.0 means a 100% yield; for example, 0.34 means a 34% yield). (1) The reactants are [CH3:1][O:2][C:3]1[CH:4]=[C:5]([CH:11]=[CH:12][C:13]=1[O:14][CH2:15][C:16]1[N:17]=[C:18]([C:22]2[CH:27]=[CH:26][CH:25]=[CH:24][CH:23]=2)[O:19][C:20]=1[CH3:21])[C:6]([O:8]CC)=[O:7].[OH-].[Na+].O1CCCC1.Cl. The catalyst is C(O)C. The product is [CH3:1][O:2][C:3]1[CH:4]=[C:5]([CH:11]=[CH:12][C:13]=1[O:14][CH2:15][C:16]1[N:17]=[C:18]([C:22]2[CH:27]=[CH:26][CH:25]=[CH:24][CH:23]=2)[O:19][C:20]=1[CH3:21])[C:6]([OH:8])=[O:7]. The yield is 0.440. (2) The reactants are [I:1][C:2]1[CH:3]=[C:4]([CH:7]=[CH:8][CH:9]=1)[CH2:5]Cl.[NH:10]1[CH2:14][CH2:13][CH2:12][CH2:11]1. The catalyst is O1CCOCC1. The product is [I:1][C:2]1[CH:3]=[C:4]([CH:7]=[CH:8][CH:9]=1)[CH2:5][N:10]1[CH2:14][CH2:13][CH2:12][CH2:11]1. The yield is 0.970. (3) The reactants are Br[C:2]1[C:11]([CH3:12])=[CH:10][C:5]2[C:6]([CH3:9])=[N:7][O:8][C:4]=2[CH:3]=1.[NH2:13][C:14]1[CH:19]=[N:18][C:17](B2OC(C)(C)C(C)(C)O2)=[CH:16][N:15]=1.[O-]P([O-])([O-])=O.[K+].[K+].[K+].CC(=O)OCC. The catalyst is C(#N)C.O1CCOCC1.O. The product is [CH3:9][C:6]1[C:5]2[CH:10]=[C:11]([CH3:12])[C:2]([C:17]3[N:18]=[CH:19][C:14]([NH2:13])=[N:15][CH:16]=3)=[CH:3][C:4]=2[O:8][N:7]=1. The yield is 0.261. (4) The reactants are [Cl:1][C:2]1[CH:3]=[C:4]([CH:7]=[CH:8][C:9]=1[O:10][CH3:11])[CH:5]=O.[C:12]([NH:15][NH2:16])([NH2:14])=[NH:13].Cl. No catalyst specified. The product is [ClH:1].[Cl:1][C:2]1[CH:3]=[C:4]([CH:7]=[CH:8][C:9]=1[O:10][CH3:11])[CH:5]=[N:16][NH:15][C:12]([NH2:14])=[NH:13]. The yield is 0.830.